This data is from Reaction yield outcomes from USPTO patents with 853,638 reactions. The task is: Predict the reaction yield, written as a fraction of the theoretical maximum amount of product (1.0 means a 100% yield; for example, 0.34 means a 34% yield). The reactants are [CH:1]([C@@H:4]1[C:9](=[O:10])[N:8]([C:11]2[CH:16]=[C:15]([S:17]([CH3:20])(=[O:19])=[O:18])[C:14]([C:21]([O:23][CH3:24])=[O:22])=[CH:13][C:12]=2[N+:25]([O-])=O)[CH2:7][CH2:6][N:5]1[C:28]([O:30][C:31]([CH3:34])([CH3:33])[CH3:32])=[O:29])([CH3:3])[CH3:2]. The catalyst is C1COCC1.CO.[Ni]. The product is [NH2:25][C:12]1[CH:13]=[C:14]([C:21]([O:23][CH3:24])=[O:22])[C:15]([S:17]([CH3:20])(=[O:18])=[O:19])=[CH:16][C:11]=1[N:8]1[CH2:7][CH2:6][N:5]([C:28]([O:30][C:31]([CH3:32])([CH3:33])[CH3:34])=[O:29])[C@H:4]([CH:1]([CH3:2])[CH3:3])[C:9]1=[O:10]. The yield is 1.00.